This data is from Peptide-MHC class II binding affinity with 134,281 pairs from IEDB. The task is: Regression. Given a peptide amino acid sequence and an MHC pseudo amino acid sequence, predict their binding affinity value. This is MHC class II binding data. (1) The peptide sequence is AQNGVQAMSSLGSSL. The MHC is HLA-DPA10201-DPB10101 with pseudo-sequence HLA-DPA10201-DPB10101. The binding affinity (normalized) is 0.180. (2) The MHC is DRB4_0101 with pseudo-sequence DRB4_0103. The binding affinity (normalized) is 0.539. The peptide sequence is CSNSHVNTLRFLVKN. (3) The peptide sequence is ALSVLVGLTAATVAI. The MHC is HLA-DQA10301-DQB10302 with pseudo-sequence HLA-DQA10301-DQB10302. The binding affinity (normalized) is 0.298. (4) The peptide sequence is LNKMRAVWVDGKART. The MHC is DRB1_0101 with pseudo-sequence DRB1_0101. The binding affinity (normalized) is 0.576. (5) The peptide sequence is TEQYKFQADSPKRLA. The MHC is DRB1_0901 with pseudo-sequence DRB1_0901. The binding affinity (normalized) is 0.360. (6) The peptide sequence is SEAQKAAKPAAAATA. The MHC is HLA-DQA10301-DQB10302 with pseudo-sequence HLA-DQA10301-DQB10302. The binding affinity (normalized) is 0.254.